Task: Predict the reaction yield, written as a fraction of the theoretical maximum amount of product (1.0 means a 100% yield; for example, 0.34 means a 34% yield).. Dataset: Reaction yield outcomes from USPTO patents with 853,638 reactions The reactants are [CH2:1]([OH:8])[C:2]1[CH:7]=[CH:6][CH:5]=[CH:4][CH:3]=1.[C:9](OC=C)(=O)[CH3:10].C([O-])([O-])=O.[Na+].[Na+]. The catalyst is C1(C)C=CC=CC=1. The product is [CH:9]([O:8][CH2:1][C:2]1[CH:7]=[CH:6][CH:5]=[CH:4][CH:3]=1)=[CH2:10]. The yield is 0.770.